From a dataset of Catalyst prediction with 721,799 reactions and 888 catalyst types from USPTO. Predict which catalyst facilitates the given reaction. (1) Reactant: [O:1]1[CH2:5][CH2:4][CH:3]([C:6]([O:8]C)=O)[CH2:2]1.[C:10](#[N:12])[CH3:11].CC(C)([O-])C.[K+].[Cl-].[NH4+]. Product: [O:8]=[C:6]([CH:3]1[CH2:4][CH2:5][O:1][CH2:2]1)[CH2:11][C:10]#[N:12]. The catalyst class is: 7. (2) Reactant: [OH:1][C@@H:2]([C:23]1[CH:28]=[CH:27][CH:26]=[CH:25][CH:24]=1)[CH2:3][CH2:4][N:5]1[CH2:10][CH2:9][CH:8]([C:11]2[CH:12]=[C:13]([NH:17][C:18](=[O:22])[CH:19]([CH3:21])[CH3:20])[CH:14]=[CH:15][CH:16]=2)[CH2:7][CH2:6]1.[C:29]([C:32]1[CH:37]=[CH:36][CH:35]=[CH:34][C:33]=1O)(=[O:31])[CH3:30].C1(P(C2C=CC=CC=2)C2C=CC=CC=2)C=CC=CC=1.N(C(OCC)=O)=NC(OCC)=O.N. Product: [C:29]([C:32]1[CH:33]=[C:34]([CH:35]=[CH:36][CH:37]=1)[O:1][C@H:2]([C:23]1[CH:24]=[CH:25][CH:26]=[CH:27][CH:28]=1)[CH2:3][CH2:4][N:5]1[CH2:10][CH2:9][CH:8]([C:11]2[CH:12]=[C:13]([NH:17][C:18](=[O:22])[CH:19]([CH3:21])[CH3:20])[CH:14]=[CH:15][CH:16]=2)[CH2:7][CH2:6]1)(=[O:31])[CH3:30]. The catalyst class is: 396. (3) Reactant: [CH:1]1([CH2:6][CH:7]([C:11]2[CH:16]=[CH:15][C:14]([O:17][CH3:18])=[C:13]([F:19])[CH:12]=2)[C:8]([OH:10])=O)[CH2:5][CH2:4][CH2:3][CH2:2]1.C(Cl)(=O)C(Cl)=O.[NH2:26][C:27]1[S:28][CH:29]=[CH:30][N:31]=1.C(N(CC)C(C)C)(C)C. Product: [CH:1]1([CH2:6][CH:7]([C:11]2[CH:16]=[CH:15][C:14]([O:17][CH3:18])=[C:13]([F:19])[CH:12]=2)[C:8]([NH:26][C:27]2[S:28][CH:29]=[CH:30][N:31]=2)=[O:10])[CH2:2][CH2:3][CH2:4][CH2:5]1. The catalyst class is: 832. (4) Reactant: [S:1]1[C:5]2[CH:6]=[CH:7][CH:8]=[CH:9][C:4]=2[CH:3]=[C:2]1[CH:10]=[N:11][S:12]([C:15]1[CH:25]=[CH:24][C:18]2[O:19][CH2:20][CH2:21][CH2:22][O:23][C:17]=2[CH:16]=1)(=[O:14])=[O:13].Br[Mg][C:28]1[CH:33]=[CH:32][CH:31]=[CH:30][C:29]=1[S:34][CH3:35].C(=O)(O)[O-].[Na+]. Product: [S:1]1[C:5]2[CH:6]=[CH:7][CH:8]=[CH:9][C:4]=2[CH:3]=[C:2]1[CH:10]([C:28]1[CH:33]=[CH:32][CH:31]=[CH:30][C:29]=1[S:34][CH3:35])[NH:11][S:12]([C:15]1[CH:25]=[CH:24][C:18]2[O:19][CH2:20][CH2:21][CH2:22][O:23][C:17]=2[CH:16]=1)(=[O:13])=[O:14]. The catalyst class is: 7. (5) Reactant: [F:1][C:2]1[CH:9]=[C:8]([OH:10])[CH:7]=[CH:6][C:3]=1[C:4]#[N:5].[C:11]([O:16][CH3:17])(=[O:15])[C@H:12]([CH3:14])O.C1(P(C2C=CC=CC=2)C2C=CC=CC=2)C=CC=CC=1.N(C(OCC)=O)=NC(OCC)=O. Product: [CH3:17][O:16][C:11](=[O:15])[C@H:12]([O:10][C:8]1[CH:7]=[CH:6][C:3]([C:4]#[N:5])=[C:2]([F:1])[CH:9]=1)[CH3:14]. The catalyst class is: 56.